Dataset: NCI-60 drug combinations with 297,098 pairs across 59 cell lines. Task: Regression. Given two drug SMILES strings and cell line genomic features, predict the synergy score measuring deviation from expected non-interaction effect. (1) Cell line: OVCAR-4. Drug 2: CC=C1C(=O)NC(C(=O)OC2CC(=O)NC(C(=O)NC(CSSCCC=C2)C(=O)N1)C(C)C)C(C)C. Synergy scores: CSS=45.8, Synergy_ZIP=6.19, Synergy_Bliss=6.30, Synergy_Loewe=-42.0, Synergy_HSA=6.50. Drug 1: C1CC(=O)NC(=O)C1N2CC3=C(C2=O)C=CC=C3N. (2) Drug 1: CN1CCC(CC1)COC2=C(C=C3C(=C2)N=CN=C3NC4=C(C=C(C=C4)Br)F)OC. Drug 2: C1=CC(=CC=C1C#N)C(C2=CC=C(C=C2)C#N)N3C=NC=N3. Cell line: HT29. Synergy scores: CSS=7.75, Synergy_ZIP=-0.114, Synergy_Bliss=4.52, Synergy_Loewe=-2.16, Synergy_HSA=1.07. (3) Drug 1: C1CN1P(=S)(N2CC2)N3CC3. Drug 2: C1C(C(OC1N2C=C(C(=O)NC2=O)F)CO)O. Cell line: TK-10. Synergy scores: CSS=16.0, Synergy_ZIP=-1.99, Synergy_Bliss=-1.82, Synergy_Loewe=-13.1, Synergy_HSA=-2.19. (4) Drug 1: CC1=C(C=C(C=C1)NC2=NC=CC(=N2)N(C)C3=CC4=NN(C(=C4C=C3)C)C)S(=O)(=O)N.Cl. Drug 2: CCCCC(=O)OCC(=O)C1(CC(C2=C(C1)C(=C3C(=C2O)C(=O)C4=C(C3=O)C=CC=C4OC)O)OC5CC(C(C(O5)C)O)NC(=O)C(F)(F)F)O. Cell line: HL-60(TB). Synergy scores: CSS=-18.5, Synergy_ZIP=10.1, Synergy_Bliss=-2.51, Synergy_Loewe=-23.5, Synergy_HSA=-24.4. (5) Drug 1: C1=CC(=CC=C1CCC2=CNC3=C2C(=O)NC(=N3)N)C(=O)NC(CCC(=O)O)C(=O)O. Drug 2: CC1=C(C(=O)C2=C(C1=O)N3CC4C(C3(C2COC(=O)N)OC)N4)N. Cell line: UO-31. Synergy scores: CSS=20.4, Synergy_ZIP=-9.34, Synergy_Bliss=-5.74, Synergy_Loewe=-8.97, Synergy_HSA=-2.36. (6) Synergy scores: CSS=9.55, Synergy_ZIP=-1.81, Synergy_Bliss=5.32, Synergy_Loewe=1.25, Synergy_HSA=1.68. Cell line: MALME-3M. Drug 1: CC(CN1CC(=O)NC(=O)C1)N2CC(=O)NC(=O)C2. Drug 2: C1=NC(=NC(=O)N1C2C(C(C(O2)CO)O)O)N.